The task is: Predict which catalyst facilitates the given reaction.. This data is from Catalyst prediction with 721,799 reactions and 888 catalyst types from USPTO. (1) Reactant: [Cl:1][C:2]1[CH:7]=[CH:6][C:5]([C:8]2[N:12]([C:13]3[CH:18]=[CH:17][CH:16]=[CH:15][C:14]=3[Cl:19])[N:11]=[C:10]3[C:20](=O)[N:21]([CH:23]([CH3:25])[CH3:24])[CH2:22][C:9]=23)=[CH:4][CH:3]=1.B.C1COCC1. Product: [Cl:1][C:2]1[CH:7]=[CH:6][C:5]([C:8]2[N:12]([C:13]3[CH:18]=[CH:17][CH:16]=[CH:15][C:14]=3[Cl:19])[N:11]=[C:10]3[CH2:20][N:21]([CH:23]([CH3:25])[CH3:24])[CH2:22][C:9]=23)=[CH:4][CH:3]=1. The catalyst class is: 5. (2) Reactant: [OH:1][CH2:2][CH2:3][NH:4][S:5]([C:8]1[CH:13]=[CH:12][C:11]([O:14][CH3:15])=[CH:10][CH:9]=1)(=[O:7])=[O:6].C(=O)([O-])[O-].[K+].[K+].[CH2:22](Br)[C:23]1[CH:28]=[CH:27][CH:26]=[CH:25][CH:24]=1.C(OCC)(=O)C. Product: [OH:1][CH2:2][CH2:3][N:4]([CH2:22][C:23]1[CH:28]=[CH:27][CH:26]=[CH:25][CH:24]=1)[S:5]([C:8]1[CH:13]=[CH:12][C:11]([O:14][CH3:15])=[CH:10][CH:9]=1)(=[O:7])=[O:6]. The catalyst class is: 18.